Dataset: Catalyst prediction with 721,799 reactions and 888 catalyst types from USPTO. Task: Predict which catalyst facilitates the given reaction. (1) The catalyst class is: 6. Product: [N:1]1[N:2]([C:10]2[CH:11]=[C:12]([CH2:21][CH2:22][C:23]([OH:25])=[O:24])[CH:13]=[C:14]([C:17]([CH3:20])([CH3:18])[CH3:19])[C:15]=2[OH:16])[N:3]=[C:4]2[CH:9]=[CH:8][CH:7]=[CH:6][C:5]=12. Reactant: [N:1]1[N:2]([C:10]2[CH:11]=[C:12]([CH2:21][CH2:22][C:23]([O-:25])=[O:24])[CH:13]=[C:14]([C:17]([CH3:20])([CH3:19])[CH3:18])[C:15]=2[OH:16])[N:3]=[C:4]2[CH:9]=[CH:8][CH:7]=[CH:6][C:5]=12.CCO.[OH-].[Na+]. (2) Reactant: C(O[C:6](=O)[NH:7][CH2:8][C:9]([N:11]1[CH2:15][CH2:14][CH2:13][CH:12]1[C:16]#[N:17])=[O:10])(C)(C)C.FC(F)(F)C(O)=O.C(N(CC)CC)C.[CH2:33]([C:35]1([OH:44])[CH2:42][CH:41]2[CH:37]([CH2:38]C(=O)[CH2:40]2)[CH2:36]1)[CH3:34].C(O[BH-](OC(=O)C)OC(=O)C)(=O)C.[Na+]. Product: [CH2:33]([C:35]1([OH:44])[CH2:42][CH:41]2[CH:37]([CH2:38][CH:6]([NH:7][CH2:8][C:9]([N:11]3[CH2:15][CH2:14][CH2:13][CH:12]3[C:16]#[N:17])=[O:10])[CH2:40]2)[CH2:36]1)[CH3:34]. The catalyst class is: 4. (3) Product: [F:2][CH:3]([F:9])[C:4](=[O:5])[CH2:20][C:18]([O:17][CH2:16][CH3:15])=[O:19]. Reactant: [Na].[F:2][CH:3]([F:9])[C:4](OCC)=[O:5].[O-]CC.[Na+].Cl.[CH3:15][CH2:16][O:17][C:18]([CH3:20])=[O:19]. The catalyst class is: 14. (4) Reactant: [CH3:1][O:2][C:3](=[O:16])[C:4]([CH3:15])([C:6]1[CH:11]=[CH:10][C:9]([N+:12]([O-])=O)=[CH:8][CH:7]=1)[CH3:5].C([O-])=O.[NH4+]. Product: [CH3:1][O:2][C:3](=[O:16])[C:4]([C:6]1[CH:7]=[CH:8][C:9]([NH2:12])=[CH:10][CH:11]=1)([CH3:15])[CH3:5]. The catalyst class is: 19.